Dataset: Reaction yield outcomes from USPTO patents with 853,638 reactions. Task: Predict the reaction yield, written as a fraction of the theoretical maximum amount of product (1.0 means a 100% yield; for example, 0.34 means a 34% yield). (1) The reactants are [CH2:1]1[C@@H:6](O)[C@@H:5]([OH:8])[C@H:4]([OH:9])[CH2:3][C@@:2]1([C:11]([OH:13])=[O:12])[OH:10].CN(C=O)C.C1C=CC=CC=1.C1(C)C=CC(S(O)(=O)=O)=CC=1. The catalyst is CCOC(C)=O. The product is [OH:10][C:2]12[CH2:1][CH:6]([O:13][C:11]1=[O:12])[CH:5]([OH:8])[CH:4]([OH:9])[CH2:3]2. The yield is 0.780. (2) The reactants are [O:1]=[C:2]1[NH:6][C:5]2[CH:7]=[CH:8][C:9]([C:11]([OH:13])=O)=[CH:10][C:4]=2[NH:3]1.[NH:14]1[CH2:19][CH2:18][CH2:17][C@@H:16]2[C:20]3[CH:21]=[CH:22][CH:23]=[CH:24][C:25]=3[CH2:26][C@H:15]12.F[P-](F)(F)(F)(F)F.N1(OC(N(C)C)=[N+](C)C)C2N=CC=CC=2N=N1. No catalyst specified. The product is [N:14]1([C:11]([C:9]2[CH:8]=[CH:7][C:5]3[NH:6][C:2](=[O:1])[NH:3][C:4]=3[CH:10]=2)=[O:13])[CH2:19][CH2:18][CH2:17][C@@H:16]2[C:20]3[CH:21]=[CH:22][CH:23]=[CH:24][C:25]=3[CH2:26][C@H:15]12. The yield is 0.110. (3) The reactants are Cl[C:2]1[CH:9]=[CH:8][C:5]([C:6]#[N:7])=[CH:4][CH:3]=1.[NH:10]1[CH2:15][CH2:14][CH2:13][CH2:12][CH2:11]1. The product is [N:10]1([C:2]2[CH:9]=[CH:8][C:5]([C:6]#[N:7])=[CH:4][CH:3]=2)[CH2:15][CH2:14][CH2:13][CH2:12][CH2:11]1. The yield is 0.890. No catalyst specified. (4) The reactants are CC(C)(C)C[O:4][S:5]([C:8]1[CH:13]=[CH:12][CH:11]=[C:10]([C:14]2[N:19]=[C:18]([C:20]3[CH:25]=[C:24]([C:26]4[CH:31]=[CH:30][C:29]([C:32]([F:35])([F:34])[F:33])=[CH:28][CH:27]=4)[CH:23]=[C:22]([CH3:36])[N:21]=3)[CH:17]=[CH:16][CH:15]=2)[CH:9]=1)(=[O:7])=[O:6].C([O-])CC.[Na+].C(N(CC)CCS)C.Cl. The catalyst is C(O)CC.O. The product is [CH3:36][C:22]1[N:21]=[C:20]([C:18]2[CH:17]=[CH:16][CH:15]=[C:14]([C:10]3[CH:9]=[C:8]([S:5]([OH:7])(=[O:4])=[O:6])[CH:13]=[CH:12][CH:11]=3)[N:19]=2)[CH:25]=[C:24]([C:26]2[CH:31]=[CH:30][C:29]([C:32]([F:35])([F:33])[F:34])=[CH:28][CH:27]=2)[CH:23]=1. The yield is 0.810.